This data is from Forward reaction prediction with 1.9M reactions from USPTO patents (1976-2016). The task is: Predict the product of the given reaction. (1) Given the reactants [CH3:1][C:2]1[CH:7]=[CH:6][C:5]([C:8]2[CH:13]=[C:12]([C:14](=[O:24])[NH:15][CH2:16][C:17]3[CH:18]=[N:19][C:20]([CH3:23])=[CH:21][CH:22]=3)[CH:11]=[C:10]([C:25]([O:27]CC)=[O:26])[CH:9]=2)=[CH:4][CH:3]=1.[OH-].[Li+].CCO, predict the reaction product. The product is: [CH3:1][C:2]1[CH:7]=[CH:6][C:5]([C:8]2[CH:13]=[C:12]([C:14](=[O:24])[NH:15][CH2:16][C:17]3[CH:18]=[N:19][C:20]([CH3:23])=[CH:21][CH:22]=3)[CH:11]=[C:10]([C:25]([OH:27])=[O:26])[CH:9]=2)=[CH:4][CH:3]=1. (2) Given the reactants Br[C:2]([Br:5])(Br)Br.C1(P(C2C=CC=CC=2)C2C=CC=CC=2)C=CC=CC=1.OC[CH2:27][O:28][C:29]1[CH:34]=[CH:33][C:32]([C:35]2[NH:44][C:43](=[O:45])[C:42]3[C:37](=[CH:38][C:39]([O:48][CH3:49])=[CH:40][C:41]=3[O:46][CH3:47])[N:36]=2)=[CH:31][C:30]=1[CH3:50], predict the reaction product. The product is: [Br:5][CH2:2][CH2:27][O:28][C:29]1[CH:34]=[CH:33][C:32]([C:35]2[NH:44][C:43](=[O:45])[C:42]3[C:37](=[CH:38][C:39]([O:48][CH3:49])=[CH:40][C:41]=3[O:46][CH3:47])[N:36]=2)=[CH:31][C:30]=1[CH3:50]. (3) Given the reactants Cl.[CH:2]1([CH2:8][NH:9][C:10]([C:12]2([C:18]3[CH:23]=[C:22]([C:24]([F:27])([F:26])[F:25])[CH:21]=[C:20]([C:28]([F:31])([F:30])[F:29])[CH:19]=3)[CH2:17][CH2:16][NH:15][CH2:14][CH2:13]2)=[O:11])[CH2:7][CH2:6][CH2:5][CH2:4][CH2:3]1.C(OC([NH:39][C@@H:40]([CH2:44][C:45]1[S:46][CH:47]=[CH:48][CH:49]=1)[C:41](O)=[O:42])=O)(C)(C)C.C(N(C(C)C)CC)(C)C.CN(C(ON1N=NC2C=CC=CC1=2)=[N+](C)C)C.F[P-](F)(F)(F)(F)F, predict the reaction product. The product is: [CH:2]1([CH2:8][NH:9][C:10]([C:12]2([C:18]3[CH:23]=[C:22]([C:24]([F:25])([F:26])[F:27])[CH:21]=[C:20]([C:28]([F:31])([F:29])[F:30])[CH:19]=3)[CH2:17][CH2:16][N:15]([C:41](=[O:42])[C@@H:40]([NH2:39])[CH2:44][C:45]3[S:46][CH:47]=[CH:48][CH:49]=3)[CH2:14][CH2:13]2)=[O:11])[CH2:7][CH2:6][CH2:5][CH2:4][CH2:3]1. (4) Given the reactants [OH:1][C@H:2]1[CH2:7][CH2:6][C@@H:5]([NH:8][CH3:9])[CH2:4][CH2:3]1.[C:10](O[C:10]([O:11][C:12]([CH3:15])([CH3:14])[CH3:13])=[O:16])(=[O:16])[O:11][C:12]([CH3:15])([CH3:14])[CH3:13], predict the reaction product. The product is: [OH:1][C@H:2]1[CH2:7][CH2:6][C@@H:5]([N:8]([C:10]([O:11][C:12]([CH3:15])([CH3:14])[CH3:13])=[O:16])[CH3:9])[CH2:4][CH2:3]1. (5) The product is: [Cl:8][C:7]1[C:2]([C:12]2([C:14]#[N:15])[CH2:13][C:10]([F:16])([F:9])[CH2:11]2)=[N:3][CH:4]=[CH:5][CH:6]=1. Given the reactants Cl[C:2]1[C:7]([Cl:8])=[CH:6][CH:5]=[CH:4][N:3]=1.[F:9][C:10]1([F:16])[CH2:13][CH:12]([C:14]#[N:15])[CH2:11]1.C1(C)C=CC=CC=1.C[Si](C)(C)[N-][Si](C)(C)C.[Na+], predict the reaction product. (6) Given the reactants Br[C:2]1[C:3]([Cl:9])=[CH:4][C:5]([Cl:8])=[N:6][CH:7]=1.C(P(C12CC3CC(CC(C3)C1)C2)[C:15]12[CH2:24]C3CC(CC(C3)[CH2:16]1)C2)CCC.C1([B-](F)(F)F)CC1.[K+].C([O-])([O-])=O.[Cs+].[Cs+], predict the reaction product. The product is: [Cl:8][C:5]1[CH:4]=[C:3]([Cl:9])[C:2]([CH:24]2[CH2:15][CH2:16]2)=[CH:7][N:6]=1.